From a dataset of Catalyst prediction with 721,799 reactions and 888 catalyst types from USPTO. Predict which catalyst facilitates the given reaction. Reactant: [CH2:1]([C@@:5]1([CH2:36][CH3:37])[NH:11][C@H:10]([C:12]2[CH:17]=[CH:16][CH:15]=[CH:14][CH:13]=2)[C:9]2[CH:18]=[C:19]([O:32][CH3:33])[C:20](/[CH:22]=[CH:23]/[P:24](=[O:31])([O:28]CC)[O:25]CC)=[CH:21][C:8]=2[S:7](=[O:35])(=[O:34])[CH2:6]1)[CH2:2][CH2:3][CH3:4].Br[Si](C)(C)C. Product: [CH2:1]([C@@:5]1([CH2:36][CH3:37])[NH:11][C@H:10]([C:12]2[CH:13]=[CH:14][CH:15]=[CH:16][CH:17]=2)[C:9]2[CH:18]=[C:19]([O:32][CH3:33])[C:20](/[CH:22]=[CH:23]/[P:24](=[O:25])([OH:28])[OH:31])=[CH:21][C:8]=2[S:7](=[O:35])(=[O:34])[CH2:6]1)[CH2:2][CH2:3][CH3:4]. The catalyst class is: 2.